This data is from Catalyst prediction with 721,799 reactions and 888 catalyst types from USPTO. The task is: Predict which catalyst facilitates the given reaction. (1) Reactant: C([O:4][CH2:5][CH2:6][CH2:7][CH2:8]Br)(=O)C.[CH2:10]([C:12]1[CH:17]=[C:16]([C:18]2[N:22]=[C:21]([C:23]3[CH:28]=[C:27]([CH3:29])[CH:26]=[C:25]([CH2:30][N:31]([CH2:33][CH3:34])[CH3:32])[CH:24]=3)[O:20][N:19]=2)[CH:15]=[C:14]([CH3:35])[C:13]=1[OH:36])C.C([O-])([O-])=O.[K+].[K+]. Product: [CH2:33]([N:31]([CH2:30][C:25]1[CH:24]=[C:23]([C:21]2[O:20][N:19]=[C:18]([C:16]3[CH:15]=[C:14]([CH3:35])[C:13]([O:36][CH2:8][CH2:7][CH2:6][CH2:5][OH:4])=[C:12]([CH3:10])[CH:17]=3)[N:22]=2)[CH:28]=[C:27]([CH3:29])[CH:26]=1)[CH3:32])[CH3:34]. The catalyst class is: 10. (2) Reactant: [C:1]([O:5][C:6]([N:8]1[C:12]2[C:13]([Cl:20])=[N:14][CH:15]=[C:16]([C:17]([OH:19])=O)[C:11]=2[C:10]([CH3:21])=[CH:9]1)=[O:7])([CH3:4])([CH3:3])[CH3:2].C([N:24]1[CH2:29][CH2:28][O:27][CH2:26][CH2:25]1)C.N1CCOCC1.O.ON1C2C=CC=CC=2N=N1.Cl.CN(C)CCCN=C=NCC. Product: [C:1]([O:5][C:6]([N:8]1[C:12]2=[C:13]([Cl:20])[N:14]=[CH:15][C:16]([C:17]([N:24]3[CH2:29][CH2:28][O:27][CH2:26][CH2:25]3)=[O:19])=[C:11]2[C:10]([CH3:21])=[CH:9]1)=[O:7])([CH3:4])([CH3:3])[CH3:2]. The catalyst class is: 9. (3) Reactant: CN([C:4]([O:8][N:9]1N=NC2C=CC=C[C:10]1=2)=[N+](C)C)C.[B-](F)(F)(F)F.[F:23][C:24]1[N:32]=[CH:31][CH:30]=[CH:29][C:25]=1[C:26](O)=[O:27].Cl.CONC.C(N(C(C)C)CC)(C)C. Product: [F:23][C:24]1[N:32]=[CH:31][CH:30]=[CH:29][C:25]=1[C:26]([N:9]([O:8][CH3:4])[CH3:10])=[O:27]. The catalyst class is: 4. (4) Reactant: [OH-].[Li+].[O:3]1[CH2:8][CH2:7][CH2:6][CH2:5][CH:4]1[CH2:9][CH2:10][C:11]([O:13]C)=[O:12].Cl. Product: [O:3]1[CH2:8][CH2:7][CH2:6][CH2:5][CH:4]1[CH2:9][CH2:10][C:11]([OH:13])=[O:12]. The catalyst class is: 7. (5) Reactant: Cl.[NH2:2][CH2:3][CH2:4][NH:5][C:6](=[O:16])[C:7]1[CH:12]=[CH:11][C:10]([O:13][CH2:14][CH3:15])=[CH:9][CH:8]=1.[C:17]1([N:23]2[CH:27]=[C:26]([C:28](O)=[O:29])[C:25]([C:31]([F:34])([F:33])[F:32])=[N:24]2)[CH:22]=[CH:21][CH:20]=[CH:19][CH:18]=1.Cl.C(N=C=NCCCN(C)C)C.C1C=CC2N(O)N=NC=2C=1.C(N(CC)CC)C. Product: [CH2:14]([O:13][C:10]1[CH:11]=[CH:12][C:7]([C:6]([NH:5][CH2:4][CH2:3][NH:2][C:28]([C:26]2[C:25]([C:31]([F:34])([F:32])[F:33])=[N:24][N:23]([C:17]3[CH:22]=[CH:21][CH:20]=[CH:19][CH:18]=3)[CH:27]=2)=[O:29])=[O:16])=[CH:8][CH:9]=1)[CH3:15]. The catalyst class is: 9. (6) Reactant: [CH:1]1[C:10]2[C:5](=[CH:6][CH:7]=[CH:8][CH:9]=2)[CH:4]=[C:3]([C:11]2[O:12][C:13]3[C:18]([C:19](=O)[C:20]=2[CH3:21])=[CH:17][CH:16]=[CH:15][CH:14]=3)[N:2]=1.Cl.[NH2:24][OH:25].Cl. Product: [CH:1]1[C:10]2[C:5](=[CH:6][CH:7]=[CH:8][CH:9]=2)[CH:4]=[C:3]([C:11]2[O:12][C:13]3[C:18]([C:19](=[N:24][OH:25])[C:20]=2[CH3:21])=[CH:17][CH:16]=[CH:15][CH:14]=3)[N:2]=1. The catalyst class is: 17. (7) Reactant: [Br:1][C:2]1[CH:3]=[C:4]2[C:8](=[C:9]([CH:11]([CH3:13])[CH3:12])[CH:10]=1)[NH:7][C:6](=O)[C:5]2=O.[Li+].[BH4-].C1COCC1. Product: [Br:1][C:2]1[CH:3]=[C:4]2[C:8](=[C:9]([CH:11]([CH3:13])[CH3:12])[CH:10]=1)[NH:7][CH:6]=[CH:5]2. The catalyst class is: 1. (8) Reactant: [F:1][C:2]1[CH:9]=[CH:8][C:5]([C:6]#[N:7])=[CH:4][C:3]=1[C:10]([C:12]1[CH:21]=[CH:20][C:19]2[C:14](=[CH:15][CH:16]=[C:17]([OH:22])[CH:18]=2)[CH:13]=1)=[O:11].C(=O)([O-])[O-].[K+].[K+].Cl.Cl.[CH3:31][N:32]([CH3:36])[CH2:33][CH2:34]Cl. Product: [CH3:31][N:32]([CH3:36])[CH2:33][CH2:34][O:22][C:17]1[CH:18]=[C:19]2[C:14](=[CH:15][CH:16]=1)[CH:13]=[C:12]([C:10]([C:3]1[CH:4]=[C:5]([CH:8]=[CH:9][C:2]=1[F:1])[C:6]#[N:7])=[O:11])[CH:21]=[CH:20]2. The catalyst class is: 21. (9) Reactant: [CH3:1][O:2][C:3](=[O:15])[CH2:4][C@H:5]1[C:9]2[CH:10]=[CH:11][C:12]([OH:14])=[CH:13][C:8]=2[O:7][CH2:6]1.[CH3:16][C:17]1[CH:22]=[C:21]([O:23][CH2:24][CH2:25][CH2:26][S:27]([CH3:30])(=[O:29])=[O:28])[CH:20]=[C:19]([CH3:31])[C:18]=1[C:32]1[CH:37]=[CH:36][CH:35]=[C:34]([CH2:38]O)[CH:33]=1.C(P(CCCC)CCCC)CCC.N(C(N1CCCCC1)=O)=NC(N1CCCCC1)=O. Product: [CH3:1][O:2][C:3](=[O:15])[CH2:4][C@H:5]1[C:9]2[CH:10]=[CH:11][C:12]([O:14][CH2:38][C:34]3[CH:33]=[C:32]([C:18]4[C:17]([CH3:16])=[CH:22][C:21]([O:23][CH2:24][CH2:25][CH2:26][S:27]([CH3:30])(=[O:29])=[O:28])=[CH:20][C:19]=4[CH3:31])[CH:37]=[CH:36][CH:35]=3)=[CH:13][C:8]=2[O:7][CH2:6]1. The catalyst class is: 345. (10) Reactant: [CH:1]1([C:4]2[NH:8][N:7]=[C:6]([NH:9][C:10]3[CH:15]=[CH:14][N:13]=[C:12]([NH:16][CH2:17][C:18]4[C:32]([F:33])=[CH:31][C:21]5[N:22](C6CCCCO6)[CH:23]=[N:24][C:20]=5[CH:19]=4)[N:11]=3)[CH:5]=2)[CH2:3][CH2:2]1.CC1C=CC(S(O)(=O)=O)=CC=1.O. Product: [CH:1]1([C:4]2[NH:8][N:7]=[C:6]([NH:9][C:10]3[CH:15]=[CH:14][N:13]=[C:12]([NH:16][CH2:17][C:18]4[C:32]([F:33])=[CH:31][C:21]5[NH:22][CH:23]=[N:24][C:20]=5[CH:19]=4)[N:11]=3)[CH:5]=2)[CH2:2][CH2:3]1. The catalyst class is: 24.